Regression. Given two drug SMILES strings and cell line genomic features, predict the synergy score measuring deviation from expected non-interaction effect. From a dataset of NCI-60 drug combinations with 297,098 pairs across 59 cell lines. (1) Drug 1: C1=CC(=CC=C1CC(C(=O)O)N)N(CCCl)CCCl.Cl. Drug 2: C1=NC2=C(N1)C(=S)N=CN2. Cell line: UACC62. Synergy scores: CSS=18.4, Synergy_ZIP=-12.5, Synergy_Bliss=-14.2, Synergy_Loewe=-24.1, Synergy_HSA=-13.3. (2) Drug 1: COC1=C(C=C2C(=C1)N=CN=C2NC3=CC(=C(C=C3)F)Cl)OCCCN4CCOCC4. Drug 2: CC(C1=C(C=CC(=C1Cl)F)Cl)OC2=C(N=CC(=C2)C3=CN(N=C3)C4CCNCC4)N. Cell line: ACHN. Synergy scores: CSS=48.0, Synergy_ZIP=-0.584, Synergy_Bliss=-0.372, Synergy_Loewe=-1.78, Synergy_HSA=1.60. (3) Drug 1: CC12CCC(CC1=CCC3C2CCC4(C3CC=C4C5=CN=CC=C5)C)O. Drug 2: CC1=C(C(CCC1)(C)C)C=CC(=CC=CC(=CC(=O)O)C)C. Cell line: HCT116. Synergy scores: CSS=8.44, Synergy_ZIP=-1.01, Synergy_Bliss=-0.420, Synergy_Loewe=-0.649, Synergy_HSA=-1.36. (4) Drug 1: CS(=O)(=O)C1=CC(=C(C=C1)C(=O)NC2=CC(=C(C=C2)Cl)C3=CC=CC=N3)Cl. Drug 2: CC1=C(N=C(N=C1N)C(CC(=O)N)NCC(C(=O)N)N)C(=O)NC(C(C2=CN=CN2)OC3C(C(C(C(O3)CO)O)O)OC4C(C(C(C(O4)CO)O)OC(=O)N)O)C(=O)NC(C)C(C(C)C(=O)NC(C(C)O)C(=O)NCCC5=NC(=CS5)C6=NC(=CS6)C(=O)NCCC[S+](C)C)O. Cell line: RPMI-8226. Synergy scores: CSS=-4.30, Synergy_ZIP=1.95, Synergy_Bliss=-0.775, Synergy_Loewe=-9.90, Synergy_HSA=-8.64. (5) Drug 1: CN1C(=O)N2C=NC(=C2N=N1)C(=O)N. Drug 2: CS(=O)(=O)OCCCCOS(=O)(=O)C. Cell line: SF-539. Synergy scores: CSS=9.30, Synergy_ZIP=-0.303, Synergy_Bliss=0.987, Synergy_Loewe=2.41, Synergy_HSA=1.60. (6) Drug 1: C1CN1P(=S)(N2CC2)N3CC3. Cell line: HS 578T. Synergy scores: CSS=12.1, Synergy_ZIP=3.11, Synergy_Bliss=8.19, Synergy_Loewe=3.60, Synergy_HSA=5.78. Drug 2: C1=CC=C(C=C1)NC(=O)CCCCCCC(=O)NO. (7) Drug 1: C1=NC2=C(N1)C(=S)N=CN2. Drug 2: C1CN(CCN1C(=O)CCBr)C(=O)CCBr. Cell line: SK-OV-3. Synergy scores: CSS=25.1, Synergy_ZIP=-4.14, Synergy_Bliss=-0.551, Synergy_Loewe=-8.07, Synergy_HSA=0.726. (8) Drug 1: CCCCCOC(=O)NC1=NC(=O)N(C=C1F)C2C(C(C(O2)C)O)O. Drug 2: C1CN1C2=NC(=NC(=N2)N3CC3)N4CC4. Cell line: PC-3. Synergy scores: CSS=15.0, Synergy_ZIP=-3.92, Synergy_Bliss=3.81, Synergy_Loewe=-12.0, Synergy_HSA=-1.22. (9) Drug 1: CCCCC(=O)OCC(=O)C1(CC(C2=C(C1)C(=C3C(=C2O)C(=O)C4=C(C3=O)C=CC=C4OC)O)OC5CC(C(C(O5)C)O)NC(=O)C(F)(F)F)O. Drug 2: CS(=O)(=O)OCCCCOS(=O)(=O)C. Cell line: OVCAR-5. Synergy scores: CSS=29.9, Synergy_ZIP=-2.34, Synergy_Bliss=-3.06, Synergy_Loewe=-0.186, Synergy_HSA=1.13. (10) Drug 1: CC(C)NC(=O)C1=CC=C(C=C1)CNNC.Cl. Drug 2: C1C(C(OC1N2C=NC3=C2NC=NCC3O)CO)O. Cell line: UO-31. Synergy scores: CSS=5.89, Synergy_ZIP=-3.32, Synergy_Bliss=-3.64, Synergy_Loewe=-0.197, Synergy_HSA=-3.26.